This data is from M1 muscarinic receptor antagonist screen with 61,756 compounds. The task is: Binary Classification. Given a drug SMILES string, predict its activity (active/inactive) in a high-throughput screening assay against a specified biological target. (1) The drug is O1C(Nc2cc3OCOc3cc2)c2c(C1=O)cccc2. The result is 0 (inactive). (2) The compound is O=C(N(C1(CCCC1)c1n(nnn1)CCOC(=O)Nc1c2c(ccc1)cccc2)C)C. The result is 0 (inactive). (3) The result is 0 (inactive). The drug is O=C(Nc1c(cccc1)C)C1CCN(CC1)c1nccnc1. (4) The drug is s1c(nc(c2occc2)c1)c1ncccc1. The result is 0 (inactive). (5) The molecule is S(=O)(=O)(N1CCN(CC1)CC(=O)Nc1cc(OC)cc(OC)c1)c1ccc(C(C)C)cc1. The result is 0 (inactive). (6) The drug is O=c1[nH]c(N2CCc3c(C2)cccc3)cc(=O)n1c1ccc(cc1)C. The result is 0 (inactive). (7) The molecule is Clc1cc(N2CCN(C(=O)C3CCN(S(=O)(=O)c4cccnc4)CC3)CC2)c(cc1)C. The result is 0 (inactive).